Dataset: Forward reaction prediction with 1.9M reactions from USPTO patents (1976-2016). Task: Predict the product of the given reaction. The product is: [C:1]1([S:7]([N:10]2[CH:11]=[CH:12][CH:13]=[C:14]2[C:21]([C:18]2[CH:19]=[CH:20][C:15]([CH3:24])=[CH:16][CH:17]=2)=[O:22])(=[O:9])=[O:8])[CH:2]=[CH:3][CH:4]=[CH:5][CH:6]=1. Given the reactants [C:1]1([S:7]([N:10]2[CH:14]=[CH:13][CH:12]=[CH:11]2)(=[O:9])=[O:8])[CH:6]=[CH:5][CH:4]=[CH:3][CH:2]=1.[C:15]1([CH3:24])[CH:20]=[CH:19][C:18]([C:21](Cl)=[O:22])=[CH:17][CH:16]=1, predict the reaction product.